Dataset: Catalyst prediction with 721,799 reactions and 888 catalyst types from USPTO. Task: Predict which catalyst facilitates the given reaction. (1) The catalyst class is: 15. Reactant: [CH:1]1([C:7]([NH:9][C:10]2[CH:15]=[C:14]([C:16]([F:19])([F:18])[F:17])[CH:13]=[CH:12][C:11]=2[NH:20][C:21]2[CH:22]=[C:23]([CH:27]=[CH:28][CH:29]=2)[C:24]([OH:26])=[O:25])=O)[CH2:6][CH2:5][CH2:4][CH2:3][CH2:2]1. Product: [CH:1]1([C:7]2[N:20]([C:21]3[CH:22]=[C:23]([CH:27]=[CH:28][CH:29]=3)[C:24]([OH:26])=[O:25])[C:11]3[CH:12]=[CH:13][C:14]([C:16]([F:18])([F:19])[F:17])=[CH:15][C:10]=3[N:9]=2)[CH2:2][CH2:3][CH2:4][CH2:5][CH2:6]1. (2) Reactant: CC1C(C2C(C)=CC(O)=C(F)C=2)=C(C)N=CN=1.[Br:18][C:19]1[CH:24]=[CH:23][C:22]([OH:25])=[CH:21][C:20]=1[O:26][CH3:27].Cl[C:29]1[N:30]=[CH:31][CH:32]=[C:33]2[CH:37]=[CH:36][S:35][C:34]=12.C(=O)([O-])[O-].[Cs+].[Cs+]. Product: [Br:18][C:19]1[CH:24]=[CH:23][C:22]([O:25][C:29]2[N:30]=[CH:31][CH:32]=[C:33]3[CH:37]=[CH:36][S:35][C:34]=23)=[CH:21][C:20]=1[O:26][CH3:27]. The catalyst class is: 16. (3) Reactant: [F:1][C:2]1[CH:7]=[CH:6][C:5]([C:8]2[N:12]3[N:13]=[CH:14][C:15]([C:17]([F:20])([F:19])[F:18])=[N:16][C:11]3=[N:10][CH:9]=2)=[CH:4][C:3]=1[O:21]C.B(Br)(Br)Br.[OH-].[Na+]. Product: [F:1][C:2]1[CH:7]=[CH:6][C:5]([C:8]2[N:12]3[N:13]=[CH:14][C:15]([C:17]([F:18])([F:19])[F:20])=[N:16][C:11]3=[N:10][CH:9]=2)=[CH:4][C:3]=1[OH:21]. The catalyst class is: 22.